This data is from Catalyst prediction with 721,799 reactions and 888 catalyst types from USPTO. The task is: Predict which catalyst facilitates the given reaction. (1) Reactant: N1(O[C:11]2[N:16]=[C:15]([NH:17][C:18]3[CH:19]=[C:20]([CH3:24])[CH:21]=[CH:22][CH:23]=3)[C:14]([C:25]([NH2:27])=[O:26])=[CH:13][N:12]=2)C2C=CC=CC=2N=N1.Cl.Cl.[F:30][C:31]1([F:39])[CH2:36][CH2:35][CH2:34][C@@H:33]([NH2:37])[C@H:32]1[NH2:38].CCN(C(C)C)C(C)C. Product: [NH2:38][C@H:32]1[C:31]([F:39])([F:30])[CH2:36][CH2:35][CH2:34][C@H:33]1[NH:37][C:11]1[N:16]=[C:15]([NH:17][C:18]2[CH:19]=[C:20]([CH3:24])[CH:21]=[CH:22][CH:23]=2)[C:14]([C:25]([NH2:27])=[O:26])=[CH:13][N:12]=1. The catalyst class is: 37. (2) Reactant: C([O:8][C:9]1[N:14]=[C:13]([CH3:15])[C:12]([N:16]2[C:24]3[CH:23]=[CH:22][C:21]([F:25])=[CH:20][C:19]=3[C:18]3[N:26]([CH:29]4[CH2:34][CH2:33][CH2:32][CH2:31][O:30]4)[N:27]=[CH:28][C:17]2=3)=[CH:11][CH:10]=1)C1C=CC=CC=1. Product: [F:25][C:21]1[CH:22]=[CH:23][C:24]2[N:16]([C:12]3[CH:11]=[CH:10][C:9](=[O:8])[NH:14][C:13]=3[CH3:15])[C:17]3[CH:28]=[N:27][N:26]([CH:29]4[CH2:34][CH2:33][CH2:32][CH2:31][O:30]4)[C:18]=3[C:19]=2[CH:20]=1. The catalyst class is: 403.